This data is from Full USPTO retrosynthesis dataset with 1.9M reactions from patents (1976-2016). The task is: Predict the reactants needed to synthesize the given product. (1) Given the product [CH:12]([C:4]1[C:3]2[C:8](=[CH:9][CH:10]=[CH:11][C:2]=2[NH:1][CH:19]2[CH2:15][CH2:16][N:17]([C:20]([O:22][C:23]([CH3:26])([CH3:25])[CH3:24])=[O:21])[CH2:18]2)[CH:7]=[N:6][CH:5]=1)=[CH2:13], predict the reactants needed to synthesize it. The reactants are: [NH2:1][C:2]1[CH:11]=[CH:10][CH:9]=[C:8]2[C:3]=1[C:4]([CH:12]=[CH2:13])=[CH:5][N:6]=[CH:7]2.O=[C:15]1[CH2:19][CH2:18][N:17]([C:20]([O:22][C:23]([CH3:26])([CH3:25])[CH3:24])=[O:21])[CH2:16]1.[BH4-].[Na+].C(=O)([O-])O.[Na+]. (2) Given the product [CH:24]1([CH2:27][O:28][C:29]2[C:36]([O:37][CH3:38])=[CH:35][CH:34]=[CH:33][C:30]=2/[CH:31]=[CH:1]/[C:2]2[N:3]=[C:4]3[S:23][CH:22]=[CH:21][N:5]3[C:6](=[O:20])[C:7]=2[C:8]2[CH:13]=[CH:12][C:11]([O:14][CH2:15][C:16]([F:18])([F:19])[F:17])=[CH:10][CH:9]=2)[CH2:25][CH2:26]1, predict the reactants needed to synthesize it. The reactants are: [CH3:1][C:2]1[N:3]=[C:4]2[S:23][CH:22]=[CH:21][N:5]2[C:6](=[O:20])[C:7]=1[C:8]1[CH:13]=[CH:12][C:11]([O:14][CH2:15][C:16]([F:19])([F:18])[F:17])=[CH:10][CH:9]=1.[CH:24]1([CH2:27][O:28][C:29]2[C:36]([O:37][CH3:38])=[CH:35][CH:34]=[CH:33][C:30]=2[CH:31]=O)[CH2:26][CH2:25]1.[O-]CC.[Na+]. (3) Given the product [CH3:1][C@@:2]1([OH:19])[C@H:6]([OH:7])[C@@H:5]([CH2:8][OH:9])[O:4][C@H:3]1[N:10]1[CH:17]=[CH:16][C:14]([NH2:15])=[N:13][C:11]1=[O:12], predict the reactants needed to synthesize it. The reactants are: [CH3:1][C@@:2]1([OH:19])[C@H:6]([OH:7])[C@@H:5]([CH2:8][OH:9])[O:4][C@H:3]1[N:10]1[CH:17]=[C:16](F)[C:14]([NH2:15])=[N:13][C:11]1=[O:12].C[C@@]1(O)[C@H](O)[C@@H](CO)O[C@H]1N1C=C(F)C(=O)NC1=O. (4) Given the product [C:58]([C:11]1[CH:12]=[CH:13][C:8]([C@@H:7]2[C@@H:6]([O:22][CH2:23][C:24]3[CH:25]=[CH:26][C:27]4[O:32][CH2:31][CH2:30][N:29]([CH2:33][CH2:34][CH2:35][O:36][CH3:37])[C:28]=4[CH:38]=3)[CH2:5][N:4]([C:49]([O:50][CH2:7][C:8]3[CH:13]=[CH:12][CH:11]=[CH:10][CH:9]=3)=[O:52])[CH2:3][C@H:2]2[OH:1])=[CH:9][CH:10]=1)#[N:55], predict the reactants needed to synthesize it. The reactants are: [OH:1][C@H:2]1[C@H:7]([C:8]2[CH:13]=[CH:12][CH:11]=[CH:10][C:9]=2OS(C(F)(F)F)(=O)=O)[C@@H:6]([O:22][CH2:23][C:24]2[CH:25]=[CH:26][C:27]3[O:32][CH2:31][CH2:30][N:29]([CH2:33][CH2:34][CH2:35][O:36][CH3:37])[C:28]=3[CH:38]=2)[CH2:5][N:4](C(OCC2C=CC=CC=2)=O)[CH2:3]1.[C:49](=[O:52])(O)[O-:50].[Na+].C[N:55]([CH3:58])C=O. (5) Given the product [CH3:9][O:8][C:6]1[CH:5]=[C:4]([OH:10])[CH:3]=[C:2]([B:38]2[O:39][C:40]([CH3:42])([CH3:41])[C:36]([CH3:52])([CH3:35])[O:37]2)[CH:7]=1, predict the reactants needed to synthesize it. The reactants are: Cl[C:2]1[CH:3]=[C:4]([OH:10])[CH:5]=[C:6]([O:8][CH3:9])[CH:7]=1.C1(P(C2CCCCC2)C2CCCCC2)CCCCC1.C([O-])(=O)C.[K+].[CH3:35][C:36]1([CH3:52])[C:40]([CH3:42])([CH3:41])[O:39][B:38]([B:38]2[O:39][C:40]([CH3:42])([CH3:41])[C:36]([CH3:52])([CH3:35])[O:37]2)[O:37]1. (6) Given the product [N:32]1([S:29]([N:6]([CH2:5][C:4]([OH:41])=[O:3])[CH2:7][C:8]2[CH:9]=[CH:10][C:11]([O:14][CH2:15][C:16]3[N:17]=[C:18]([C:22]4[CH:23]=[CH:24][C:25]([CH3:28])=[CH:26][CH:27]=4)[O:19][C:20]=3[CH3:21])=[CH:12][CH:13]=2)(=[O:30])=[O:31])[C:40]2[C:35](=[CH:36][CH:37]=[CH:38][CH:39]=2)[CH2:34][CH2:33]1, predict the reactants needed to synthesize it. The reactants are: C([O:3][C:4](=[O:41])[CH2:5][N:6]([S:29]([N:32]1[C:40]2[C:35](=[CH:36][CH:37]=[CH:38][CH:39]=2)[CH2:34][CH2:33]1)(=[O:31])=[O:30])[CH2:7][C:8]1[CH:13]=[CH:12][C:11]([O:14][CH2:15][C:16]2[N:17]=[C:18]([C:22]3[CH:27]=[CH:26][C:25]([CH3:28])=[CH:24][CH:23]=3)[O:19][C:20]=2[CH3:21])=[CH:10][CH:9]=1)C.O.[OH-].[Li+]. (7) Given the product [NH2:19][C:20]1[CH:21]=[CH:22][C:23]([C:24]([N:32]2[CH2:31][CH2:30][N:29]([C:35]([O:37][C:38]([CH3:41])([CH3:40])[CH3:39])=[O:36])[CH2:34][CH2:33]2)=[O:26])=[CH:27][CH:28]=1, predict the reactants needed to synthesize it. The reactants are: CCCP1(OP(CCC)(=O)OP(CCC)(=O)O1)=O.[NH2:19][C:20]1[CH:28]=[CH:27][C:23]([C:24]([OH:26])=O)=[CH:22][CH:21]=1.[N:29]1([C:35]([O:37][C:38]([CH3:41])([CH3:40])[CH3:39])=[O:36])[CH2:34][CH2:33][NH:32][CH2:31][CH2:30]1.C(N(CC)CC)C.